Dataset: Forward reaction prediction with 1.9M reactions from USPTO patents (1976-2016). Task: Predict the product of the given reaction. (1) Given the reactants C[Si]([N-][Si](C)(C)C)(C)C.[Na+].[O:11]=[C:12]1[CH2:26][CH:15]2[CH2:16][N:17]([C:19]([O:21][C:22]([CH3:25])([CH3:24])[CH3:23])=[O:20])[CH2:18][CH:14]2[CH2:13]1.[F:27][C:28]([F:47])([F:46])[S:29](N(C1C=CC=CC=1)[S:29]([C:28]([F:47])([F:46])[F:27])(=[O:31])=[O:30])(=[O:31])=[O:30], predict the reaction product. The product is: [F:27][C:28]([F:47])([F:46])[S:29]([O:11][C:12]1[CH2:13][CH:14]2[CH2:18][N:17]([C:19]([O:21][C:22]([CH3:23])([CH3:25])[CH3:24])=[O:20])[CH2:16][CH:15]2[CH:26]=1)(=[O:31])=[O:30]. (2) Given the reactants [Cl:1][C:2]1[CH:7]=[CH:6][C:5]([CH:8]([CH2:13][N+:14]([O-])=O)[CH2:9][N+:10]([O-])=O)=[CH:4][CH:3]=1.[H][H], predict the reaction product. The product is: [Cl:1][C:2]1[CH:3]=[CH:4][C:5]([CH:8]([CH2:13][NH2:14])[CH2:9][NH2:10])=[CH:6][CH:7]=1. (3) Given the reactants [CH2:1]([C:3]1[C:8](=[O:9])[NH:7][C:6]([CH3:10])=[C:5]([C:11]2[CH:12]=[N:13][CH:14]=[C:15]([C:17]([OH:19])=O)[CH:16]=2)[CH:4]=1)[CH3:2].[CH2:20]([NH2:24])[CH2:21][CH2:22][CH3:23], predict the reaction product. The product is: [CH2:20]([NH:24][C:17]([C:15]1[CH:16]=[C:11]([C:5]2[CH:4]=[C:3]([CH2:1][CH3:2])[C:8](=[O:9])[NH:7][C:6]=2[CH3:10])[CH:12]=[N:13][CH:14]=1)=[O:19])[CH2:21][CH2:22][CH3:23]. (4) Given the reactants [NH2:1][C:2]1[C:7]([C:8]#[N:9])=[C:6]([CH2:10][CH:11]([CH3:13])[CH3:12])[N:5]=[C:4]([NH2:14])[CH:3]=1.N1C=CC=CC=1.[CH3:21][O:22][C:23]1[CH:24]=[C:25]([CH2:29][C:30](Cl)=[O:31])[CH:26]=[CH:27][CH:28]=1.O, predict the reaction product. The product is: [NH2:1][C:2]1[C:7]([C:8]#[N:9])=[C:6]([CH2:10][CH:11]([CH3:12])[CH3:13])[N:5]=[C:4]([NH:14][C:30](=[O:31])[CH2:29][C:25]2[CH:26]=[CH:27][CH:28]=[C:23]([O:22][CH3:21])[CH:24]=2)[CH:3]=1.